The task is: Predict the reactants needed to synthesize the given product.. This data is from Full USPTO retrosynthesis dataset with 1.9M reactions from patents (1976-2016). The reactants are: C[O:2][C:3](=[O:31])[CH2:4][N:5]1[C:13]2[C:8](=[CH:9][C:10]([F:14])=[CH:11][CH:12]=2)[C:7]([CH2:15][C:16]2[CH:21]=[CH:20][CH:19]=[CH:18][C:17]=2[S:22]([C:25]2[S:26][CH:27]=[CH:28][CH:29]=2)(=[O:24])=[O:23])=[C:6]1[CH3:30].O1CCCC1.[OH-].[Li+]. Given the product [F:14][C:10]1[CH:9]=[C:8]2[C:13](=[CH:12][CH:11]=1)[N:5]([CH2:4][C:3]([OH:31])=[O:2])[C:6]([CH3:30])=[C:7]2[CH2:15][C:16]1[CH:21]=[CH:20][CH:19]=[CH:18][C:17]=1[S:22]([C:25]1[S:26][CH:27]=[CH:28][CH:29]=1)(=[O:23])=[O:24], predict the reactants needed to synthesize it.